This data is from Reaction yield outcomes from USPTO patents with 853,638 reactions. The task is: Predict the reaction yield, written as a fraction of the theoretical maximum amount of product (1.0 means a 100% yield; for example, 0.34 means a 34% yield). (1) The reactants are [Cl:1][C:2]1[CH:11]=[CH:10][C:9]([NH2:12])=[C:8]2[C:3]=1[CH:4]=[CH:5][CH:6]=[N:7]2.[F:13][C:14]1[C:19]([F:20])=[CH:18][C:17]([S:21](Cl)(=[O:23])=[O:22])=[C:16]([N+:25]([O-:27])=[O:26])[CH:15]=1.N1C=CC=CC=1. The catalyst is CN(C1C=CN=CC=1)C.C(Cl)Cl. The product is [Cl:1][C:2]1[CH:11]=[CH:10][C:9]([NH:12][S:21]([C:17]2[CH:18]=[C:19]([F:20])[C:14]([F:13])=[CH:15][C:16]=2[N+:25]([O-:27])=[O:26])(=[O:22])=[O:23])=[C:8]2[C:3]=1[CH:4]=[CH:5][CH:6]=[N:7]2. The yield is 0.140. (2) The reactants are C(N(CC)CC)C.[CH3:8][N:9]([CH:34]1[CH2:39][CH2:38][N:37]([CH3:40])[CH2:36][CH2:35]1)[C:10](=[O:33])[C:11]1[CH:16]=[CH:15][C:14]([NH:17][C:18]2[N:32]=[C:21]3[C:22]([C:26]4[CH2:27][CH2:28][NH:29][CH2:30][CH:31]=4)=[CH:23][CH:24]=[CH:25][N:20]3[N:19]=2)=[CH:13][CH:12]=1.[C:41](#[N:45])/[CH:42]=[CH:43]/[CH3:44]. The catalyst is C(O)C(O)CO. The product is [C:41]([CH2:42][CH:43]([N:29]1[CH2:28][CH:27]=[C:26]([C:22]2[C:21]3[N:20]([N:19]=[C:18]([NH:17][C:14]4[CH:15]=[CH:16][C:11]([C:10]([N:9]([CH3:8])[CH:34]5[CH2:39][CH2:38][N:37]([CH3:40])[CH2:36][CH2:35]5)=[O:33])=[CH:12][CH:13]=4)[N:32]=3)[CH:25]=[CH:24][CH:23]=2)[CH2:31][CH2:30]1)[CH3:44])#[N:45]. The yield is 0.120. (3) The reactants are [Cl:1][C:2]1[CH:20]=[CH:19][C:5]([O:6][C:7]2[CH:8]=[CH:9][C:10]([CH2:13][C:14](OCC)=[O:15])=[N:11][CH:12]=2)=[CH:4][C:3]=1[C:21]([F:24])([F:23])[F:22].[BH4-].[Na+].O.C(Cl)Cl. The catalyst is C(O)C. The product is [Cl:1][C:2]1[CH:20]=[CH:19][C:5]([O:6][C:7]2[CH:8]=[CH:9][C:10]([CH2:13][CH2:14][OH:15])=[N:11][CH:12]=2)=[CH:4][C:3]=1[C:21]([F:24])([F:22])[F:23]. The yield is 0.255. (4) The reactants are [CH3:1][O:2][C:3]([C:5]1[NH:6][CH:7]=[CH:8][CH:9]=1)=[O:4].[H-].[Na+].[CH2:12](Br)[C:13]1[CH:18]=[CH:17][CH:16]=[CH:15][CH:14]=1. The catalyst is CN(C=O)C. The product is [CH2:12]([N:6]1[CH:7]=[CH:8][CH:9]=[C:5]1[C:3]([O:2][CH3:1])=[O:4])[C:13]1[CH:18]=[CH:17][CH:16]=[CH:15][CH:14]=1. The yield is 0.560. (5) The reactants are C([CH:8]([CH:10]1[CH2:14][C:13]2[CH:15]=[CH:16][CH:17]=[C:18]([C:19]3[CH:24]=[CH:23][CH:22]=[C:21]([O:25][CH3:26])[C:20]=3[O:27][CH3:28])[C:12]=2[O:11]1)[NH2:9])C1C=CC=CC=1.C(N(C(C)C)CC)(C)C.Cl[C:39]([O:41][CH2:42][C:43]1[CH:48]=[CH:47][CH:46]=[CH:45][CH:44]=1)=[O:40]. No catalyst specified. The product is [CH3:28][O:27][C:20]1[C:21]([O:25][CH3:26])=[CH:22][CH:23]=[CH:24][C:19]=1[C:18]1[C:12]2[O:11][CH:10]([CH2:8][NH:9][C:39](=[O:40])[O:41][CH2:42][C:43]3[CH:48]=[CH:47][CH:46]=[CH:45][CH:44]=3)[CH2:14][C:13]=2[CH:15]=[CH:16][CH:17]=1. The yield is 0.910. (6) The reactants are [C:1]([N:4]1[C:13]2[C:8](=[CH:9][C:10]([C:14]3[CH:22]=[CH:21][C:17]([C:18](O)=[O:19])=[CH:16][N:15]=3)=[CH:11][CH:12]=2)[C@H:7]([NH:23][C:24]2[CH:29]=[CH:28][C:27]([C:30]#[N:31])=[CH:26][N:25]=2)[CH2:6][C@@H:5]1[CH3:32])(=[O:3])[CH3:2].CN(C(ON1N=NC2C=CC=NC1=2)=[N+](C)C)C.F[P-](F)(F)(F)(F)F.CCN(C(C)C)C(C)C.[NH2:66][CH:67]([CH2:70][OH:71])[CH2:68][OH:69]. The catalyst is CN(C=O)C. The product is [C:1]([N:4]1[C:13]2[C:8](=[CH:9][C:10]([C:14]3[CH:22]=[CH:21][C:17]([C:18]([NH:66][CH:67]([CH2:70][OH:71])[CH2:68][OH:69])=[O:19])=[CH:16][N:15]=3)=[CH:11][CH:12]=2)[C@H:7]([NH:23][C:24]2[CH:29]=[CH:28][C:27]([C:30]#[N:31])=[CH:26][N:25]=2)[CH2:6][C@@H:5]1[CH3:32])(=[O:3])[CH3:2]. The yield is 0.247. (7) The reactants are Br[C:2]1[N:3]=[C:4]2[CH:10]=[CH:9][N:8]([S:11]([C:14]3[CH:19]=[CH:18][CH:17]=[CH:16][CH:15]=3)(=[O:13])=[O:12])[C:5]2=[N:6][CH:7]=1.[CH3:20][O:21][C:22]1[CH:23]=[C:24](/[CH:30]=[CH:31]/B2OC(C)(C)C(C)(C)O2)[CH:25]=[C:26]([O:28][CH3:29])[CH:27]=1.ClCCl.P([O-])([O-])([O-])=O.[K+].[K+].[K+]. The catalyst is O1CCOCC1.Cl[Pd]Cl.C1(P(C2C=CC=CC=2)[C-]2C=CC=C2)C=CC=CC=1.[C-]1(P(C2C=CC=CC=2)C2C=CC=CC=2)C=CC=C1.[Fe+2].O. The product is [CH3:29][O:28][C:26]1[CH:25]=[C:24](/[CH:30]=[CH:31]/[C:2]2[N:3]=[C:4]3[CH:10]=[CH:9][N:8]([S:11]([C:14]4[CH:19]=[CH:18][CH:17]=[CH:16][CH:15]=4)(=[O:13])=[O:12])[C:5]3=[N:6][CH:7]=2)[CH:23]=[C:22]([O:21][CH3:20])[CH:27]=1. The yield is 0.950.